Dataset: Reaction yield outcomes from USPTO patents with 853,638 reactions. Task: Predict the reaction yield, written as a fraction of the theoretical maximum amount of product (1.0 means a 100% yield; for example, 0.34 means a 34% yield). (1) The reactants are [C:1]([O:5][C:6](=[O:17])[NH:7][C:8]1[C:13]([F:14])=[CH:12][CH:11]=[C:10]([NH2:15])[C:9]=1[F:16])([CH3:4])([CH3:3])[CH3:2].[CH3:18][CH:19]([S:21](Cl)(=[O:23])=[O:22])[CH3:20].N1C=CC=CC=1. The catalyst is ClCCl. The product is [C:1]([O:5][C:6](=[O:17])[NH:7][C:8]1[C:13]([F:14])=[CH:12][CH:11]=[C:10]([NH:15][S:21]([CH:19]([CH3:20])[CH3:18])(=[O:23])=[O:22])[C:9]=1[F:16])([CH3:4])([CH3:2])[CH3:3]. The yield is 0.650. (2) The yield is 0.770. The catalyst is C1COCC1. The reactants are [Cl:1][C:2]1[N:7]=[C:6](Cl)[C:5]([N+:9]([O-:11])=[O:10])=[CH:4][N:3]=1.C([N:15](CC)[CH:16]([CH3:18])[CH3:17])(C)C.C1(N)CC1. The product is [Cl:1][C:2]1[N:7]=[C:6]([NH:15][CH:16]2[CH2:18][CH2:17]2)[C:5]([N+:9]([O-:11])=[O:10])=[CH:4][N:3]=1. (3) The reactants are [Br:1][C:2]1[C:3]([N:12]([CH:14]2[CH2:18][CH2:17][CH2:16][CH2:15]2)[CH3:13])=[N:4][C:5]([S:8]([CH3:11])(=O)=O)=[N:6][CH:7]=1.C1C=C(Cl)C=C(C(OO)=O)C=1. The catalyst is C(Cl)Cl. The product is [Br:1][C:2]1[C:3]([N:12]([CH:14]2[CH2:18][CH2:17][CH2:16][CH2:15]2)[CH3:13])=[N:4][C:5]([S:8][CH3:11])=[N:6][CH:7]=1. The yield is 0.790. (4) The reactants are [H-].[Na+].C[C:4](P(OC)(O)=O)([C:6]([O-:8])=[O:7])[CH3:5].[C:14]([O:18][C:19]([NH:21][CH:22]([C:26]1[CH:31]=[CH:30][C:29]([O:32][C:33]2[CH:38]=[CH:37][C:36](C=O)=[CH:35][CH:34]=2)=[CH:28][CH:27]=1)[C:23]([OH:25])=[O:24])=[O:20])([CH3:17])([CH3:16])[CH3:15].[CH3:41]CCCCC. The catalyst is C1COCC1. The product is [CH3:41][O:8][C:6](=[O:7])[CH:4]=[CH:5][C:36]1[CH:35]=[CH:34][C:33]([O:32][C:29]2[CH:30]=[CH:31][C:26]([CH:22]([NH:21][C:19]([O:18][C:14]([CH3:15])([CH3:17])[CH3:16])=[O:20])[C:23]([OH:25])=[O:24])=[CH:27][CH:28]=2)=[CH:38][CH:37]=1. The yield is 1.00.